This data is from Forward reaction prediction with 1.9M reactions from USPTO patents (1976-2016). The task is: Predict the product of the given reaction. Given the reactants Cl[C:2](=[O:8])[C:3]([O:5]CC)=O.[Cl:9][C:10]1[CH:11]=[CH:12][C:13]([CH3:22])=[C:14]([NH:16][C:17]([NH:19][CH2:20][CH3:21])=[S:18])[CH:15]=1, predict the reaction product. The product is: [Cl:9][C:10]1[CH:11]=[CH:12][C:13]([CH3:22])=[C:14]([N:16]2[C:2](=[O:8])[C:3](=[O:5])[N:19]([CH2:20][CH3:21])[C:17]2=[S:18])[CH:15]=1.